Task: Predict the product of the given reaction.. Dataset: Forward reaction prediction with 1.9M reactions from USPTO patents (1976-2016) (1) The product is: [CH2:12]([O:11][C:7]1[CH:6]=[C:5]([OH:4])[CH:10]=[CH:9][CH:8]=1)[C:13]1[CH:14]=[CH:15][CH:16]=[CH:17][CH:18]=1. Given the reactants C([O:4][C:5]1[CH:10]=[CH:9][CH:8]=[C:7]([O:11][CH2:12][C:13]2[CH:18]=[CH:17][CH:16]=[CH:15][CH:14]=2)[CH:6]=1)(=O)C.[OH-].[Na+].Cl, predict the reaction product. (2) Given the reactants [O:1]=[S:2]1(=[O:17])[CH2:6][CH2:5][CH2:4][N:3]1[C:7]1[CH:15]=[CH:14][C:10]([C:11]([OH:13])=O)=[C:9]([F:16])[CH:8]=1.Cl.[CH:19]1([C:22]2[C:23]([N:29]3[CH2:34][CH2:33][NH:32][CH2:31][CH2:30]3)=[N:24][CH:25]=[C:26]([CH3:28])[CH:27]=2)[CH2:21][CH2:20]1, predict the reaction product. The product is: [CH:19]1([C:22]2[C:23]([N:29]3[CH2:34][CH2:33][N:32]([C:11]([C:10]4[CH:14]=[CH:15][C:7]([N:3]5[CH2:4][CH2:5][CH2:6][S:2]5(=[O:1])=[O:17])=[CH:8][C:9]=4[F:16])=[O:13])[CH2:31][CH2:30]3)=[N:24][CH:25]=[C:26]([CH3:28])[CH:27]=2)[CH2:20][CH2:21]1.